From a dataset of Reaction yield outcomes from USPTO patents with 853,638 reactions. Predict the reaction yield, written as a fraction of the theoretical maximum amount of product (1.0 means a 100% yield; for example, 0.34 means a 34% yield). (1) The reactants are [Si]([O:8][CH2:9][C:10]1([CH2:34][O:35][Si](C(C)(C)C)(C)C)[CH2:14][CH2:13][CH:12]([CH2:15]OS(C2C=CC(C)=CC=2)(=O)=O)[N:11]1[C:27]([O:29][C:30]([CH3:33])([CH3:32])C)=[O:28])(C(C)(C)C)(C)C.CCCC[N+](CCCC)(CCCC)CCCC.[F-]. The catalyst is C1COCC1.C(OCC)(=O)C. The product is [OH:8][CH2:9][C:10]12[N:11]([C:27]([O:29][CH:30]([CH3:32])[CH3:33])=[O:28])[CH:12]([CH2:13][CH2:14]1)[CH2:15][O:35][CH2:34]2. The yield is 0.470. (2) The reactants are [CH2:1]([O:3][C:4]1([C:7]2[CH:23]=[CH:22][C:10]([O:11][Si](C(C)C)(C(C)C)C(C)C)=[CH:9][C:8]=2[C:24]([CH3:27])([CH3:26])[CH3:25])[CH2:6][CH2:5]1)[CH3:2].[F-].C([N+](CCCC)(CCCC)CCCC)CCC. The catalyst is C1COCC1. The product is [CH2:1]([O:3][C:4]1([C:7]2[CH:23]=[CH:22][C:10]([OH:11])=[CH:9][C:8]=2[C:24]([CH3:25])([CH3:27])[CH3:26])[CH2:6][CH2:5]1)[CH3:2]. The yield is 0.880.